This data is from Forward reaction prediction with 1.9M reactions from USPTO patents (1976-2016). The task is: Predict the product of the given reaction. (1) Given the reactants Br[C:2]1[CH:3]=[C:4]([NH:10][C:11]2[CH:16]=[CH:15][C:14]([CH:17]3[CH2:20][N:19]([CH3:21])[CH2:18]3)=[CH:13][N:12]=2)[C:5](=[O:9])[N:6]([CH3:8])[CH:7]=1.[C:22]([O:25][CH2:26][C:27]1[C:32](B2OC(C)(C)C(C)(C)O2)=[CH:31][CH:30]=[CH:29][C:28]=1[N:42]1[CH2:47][CH2:46][C:45]2[C:48]3[CH2:54][CH2:53][CH2:52][CH2:51][C:49]=3[S:50][C:44]=2[C:43]1=[O:55])(=[O:24])[CH3:23], predict the reaction product. The product is: [C:22]([O:25][CH2:26][C:27]1[C:28]([N:42]2[C:43](=[O:55])[C:44]3[S:50][C:49]4[CH2:51][CH2:52][CH2:53][CH2:54][C:48]=4[C:45]=3[CH2:46][CH2:47]2)=[CH:29][CH:30]=[CH:31][C:32]=1[C:2]1[CH:3]=[C:4]([NH:10][C:11]2[CH:16]=[CH:15][C:14]([CH:17]3[CH2:20][N:19]([CH3:21])[CH2:18]3)=[CH:13][N:12]=2)[C:5](=[O:9])[N:6]([CH3:8])[CH:7]=1)(=[O:24])[CH3:23]. (2) Given the reactants CC1(C)[O:6][C@H:5]([CH2:7][N:8]2[CH:12]=[CH:11][C:10]([NH:13][C:14](=[O:38])[C@@H:15]([N:20]3[CH2:24][C:23]([O:25][C:26]4[CH:31]=[CH:30][CH:29]=[C:28]([CH2:32][C:33]([OH:36])([CH3:35])[CH3:34])[CH:27]=4)=[CH:22][C:21]3=[O:37])[CH2:16][CH:17]([CH3:19])[CH3:18])=[N:9]2)[CH2:4][O:3]1.Cl.C(=O)(O)[O-].[Na+], predict the reaction product. The product is: [OH:6][C@@H:5]([CH2:4][OH:3])[CH2:7][N:8]1[CH:12]=[CH:11][C:10]([NH:13][C:14](=[O:38])[C@@H:15]([N:20]2[CH2:24][C:23]([O:25][C:26]3[CH:31]=[CH:30][CH:29]=[C:28]([CH2:32][C:33]([OH:36])([CH3:34])[CH3:35])[CH:27]=3)=[CH:22][C:21]2=[O:37])[CH2:16][CH:17]([CH3:18])[CH3:19])=[N:9]1. (3) Given the reactants C[O:2][C:3]1[CH:12]=[CH:11][C:6]2[N:7]=[C:8]([NH2:10])[S:9][C:5]=2[CH:4]=1.[I-].[Na+].[OH-].[Na+].Cl, predict the reaction product. The product is: [NH2:10][C:8]1[S:9][C:5]2[CH:4]=[C:3]([OH:2])[CH:12]=[CH:11][C:6]=2[N:7]=1. (4) Given the reactants C(O[C:4]1[CH:5]=[C:6]2[C:10](=[CH:11][C:12]=1[O:13][CH2:14][CH2:15]COC1CCCCO1)[C:9](=O)[CH2:8][CH2:7]2)C.[CH2:25]([O:27][C:28]1[CH:29]=[C:30]([N:34]=[C:35]=S)[CH:31]=[CH:32][CH:33]=1)[CH3:26].[CH3:37][Si](C)(C)[Si](C)(C)C.[Li].[NH2:46][NH2:47].[C:48]([OH:51])(=[O:50])[CH3:49], predict the reaction product. The product is: [CH2:14]([O:13][C:12]1[CH:11]=[C:10]2[C:6](=[CH:5][C:4]=1[O:50][CH:48]([OH:51])[CH2:49][CH2:35][NH:34][C:30]1[CH:31]=[CH:32][CH:33]=[C:28]([O:27][CH2:25][CH3:26])[CH:29]=1)[C:7]1=[N:46][NH:47][CH:37]=[C:8]1[CH2:9]2)[CH3:15].